Dataset: Catalyst prediction with 721,799 reactions and 888 catalyst types from USPTO. Task: Predict which catalyst facilitates the given reaction. (1) Reactant: C(OC(=O)[NH:10][C:11]1[CH:12]=[CH:13][CH:14]=[C:15]2[C:19]=1[NH:18][CH:17]=[C:16]2[C:20]1([CH2:30][CH3:31])[C:28]2[C:23](=[CH:24][C:25]([F:29])=[CH:26][CH:27]=2)[CH2:22][CH2:21]1)C1C=CC=CC=1. Product: [CH2:30]([C:20]1([C:16]2[C:15]3[C:19](=[C:11]([NH2:10])[CH:12]=[CH:13][CH:14]=3)[NH:18][CH:17]=2)[C:28]2[C:23](=[CH:24][C:25]([F:29])=[CH:26][CH:27]=2)[CH2:22][CH2:21]1)[CH3:31]. The catalyst class is: 261. (2) Reactant: [Cl:1][C:2]1[N:10]=[C:9]2[C:5]([N:6]=[CH:7][NH:8]2)=[C:4](Cl)[N:3]=1.[NH:12]1[CH2:17][CH2:16][O:15][CH2:14][CH2:13]1. Product: [Cl:1][C:2]1[N:10]=[C:9]2[C:5]([N:6]=[CH:7][NH:8]2)=[C:4]([N:12]2[CH2:17][CH2:16][O:15][CH2:14][CH2:13]2)[N:3]=1. The catalyst class is: 6. (3) The catalyst class is: 47. Reactant: [NH2:1][CH:2]([CH2:12][C:13]1[CH:18]=[CH:17][CH:16]=[C:15]([O:19][C:20]([F:25])([F:24])[CH:21]([F:23])[F:22])[CH:14]=1)[CH:3]([C:5]1[CH:10]=[CH:9][N:8]=[C:7]([F:11])[CH:6]=1)[OH:4].[F:26][C:27]1[C:36]2[C:31](=[CH:32][CH:33]=[CH:34][CH:35]=2)[C:30]([C:37](O)=[O:38])=[CH:29][CH:28]=1.Cl.C(N=C=NCCCN(C)C)C.O.ON1C2C=CC=CC=2N=N1. Product: [F:26][C:27]1[C:36]2[C:31](=[CH:32][CH:33]=[CH:34][CH:35]=2)[C:30]([C:37]([NH:1][CH:2]([CH2:12][C:13]2[CH:18]=[CH:17][CH:16]=[C:15]([O:19][C:20]([F:24])([F:25])[CH:21]([F:22])[F:23])[CH:14]=2)[CH:3]([C:5]2[CH:10]=[CH:9][N:8]=[C:7]([F:11])[CH:6]=2)[OH:4])=[O:38])=[CH:29][CH:28]=1. (4) Reactant: [CH2:1]([O:8][C:9](=[O:18])[CH:10]([C:12]1[CH:17]=[CH:16][CH:15]=[CH:14][CH:13]=1)[CH3:11])[C:2]1[CH:7]=[CH:6][CH:5]=[CH:4][CH:3]=1.[CH2:19](Cl)[CH:20]=[CH:21][CH3:22].[I-].[Li+].C[Si](C)(C)[N-][Si](C)(C)C.[Li+]. Product: [CH3:11][C:10]([C:12]1[CH:17]=[CH:16][CH:15]=[CH:14][CH:13]=1)([CH2:19]/[CH:20]=[CH:21]/[CH3:22])[C:9]([O:8][CH2:1][C:2]1[CH:3]=[CH:4][CH:5]=[CH:6][CH:7]=1)=[O:18]. The catalyst class is: 7. (5) Reactant: [CH3:1][C:2]1([CH3:29])[O:6][C:5](=[O:7])/[C:4](=[CH:8]/[C:9]([O:11][Si](C(C)(C)C)(C2C=CC=CC=2)C2C=CC=CC=2)=[O:10])/[O:3]1.C(O)(=O)C.[F-].C([N+](CCCC)(CCCC)CCCC)CCC. Product: [CH3:1][C:2]1([CH3:29])[O:3][C:4](=[CH:8][C:9]([OH:11])=[O:10])[C:5](=[O:7])[O:6]1. The catalyst class is: 54. (6) Reactant: Br[C:2]([C:5]1[CH:10]=[C:9]([N+:11]([O-:13])=[O:12])[CH:8]=[C:7]([Cl:14])[CH:6]=1)([CH3:4])[CH3:3].[Br:15][C:16]1[CH:21]=[CH:20][CH:19]=[CH:18][CH:17]=1.[Al+3].[Cl-].[Cl-].[Cl-].O. Product: [Br:15][C:16]1[CH:21]=[CH:20][C:19]([C:2]([C:5]2[CH:10]=[C:9]([N+:11]([O-:13])=[O:12])[CH:8]=[C:7]([Cl:14])[CH:6]=2)([CH3:4])[CH3:3])=[CH:18][CH:17]=1. The catalyst class is: 26. (7) Reactant: O[CH:2]([CH2:18][CH2:19][N:20]1[C:25](=[O:26])[CH:24]=[N:23][C:22]2[CH:27]=[CH:28][C:29]([O:31]C)=[N:30][C:21]1=2)[CH2:3][N:4]1[CH2:9][CH2:8][CH:7]([NH:10][C:11](=[O:17])[O:12][C:13]([CH3:16])([CH3:15])[CH3:14])[CH2:6][CH2:5]1.CS(OS(C)(=O)=O)(=O)=O.C(N(C(C)C)CC)(C)C. Product: [O:26]=[C:25]1[N:20]2[C:21]3[N:30]([CH:2]([CH2:3][N:4]4[CH2:9][CH2:8][CH:7]([NH:10][C:11](=[O:17])[O:12][C:13]([CH3:16])([CH3:15])[CH3:14])[CH2:6][CH2:5]4)[CH2:18][CH2:19]2)[C:29](=[O:31])[CH:28]=[CH:27][C:22]=3[N:23]=[CH:24]1. The catalyst class is: 22. (8) Reactant: Br[C:2]1[CH:9]=[CH:8][C:5]([CH:6]=[O:7])=[CH:4][CH:3]=1.[F:10][C:11]1[CH:12]=[CH:13][C:14]([O:20][CH3:21])=[C:15](B(O)O)[CH:16]=1.C(=O)([O-])[O-].[Na+].[Na+]. Product: [F:10][C:11]1[CH:16]=[CH:15][C:14]([O:20][CH3:21])=[C:13]([C:2]2[CH:9]=[CH:8][C:5]([CH:6]=[O:7])=[CH:4][CH:3]=2)[CH:12]=1. The catalyst class is: 109.